Dataset: NCI-60 drug combinations with 297,098 pairs across 59 cell lines. Task: Regression. Given two drug SMILES strings and cell line genomic features, predict the synergy score measuring deviation from expected non-interaction effect. (1) Drug 1: CC1=CC=C(C=C1)C2=CC(=NN2C3=CC=C(C=C3)S(=O)(=O)N)C(F)(F)F. Drug 2: CC12CCC3C(C1CCC2O)C(CC4=C3C=CC(=C4)O)CCCCCCCCCS(=O)CCCC(C(F)(F)F)(F)F. Cell line: SR. Synergy scores: CSS=-5.07, Synergy_ZIP=-2.49, Synergy_Bliss=-8.69, Synergy_Loewe=-9.91, Synergy_HSA=-9.25. (2) Drug 1: C1CC(C1)(C(=O)O)C(=O)O.[NH2-].[NH2-].[Pt+2]. Drug 2: CCN(CC)CCCC(C)NC1=C2C=C(C=CC2=NC3=C1C=CC(=C3)Cl)OC. Cell line: SW-620. Synergy scores: CSS=38.5, Synergy_ZIP=-4.29, Synergy_Bliss=-3.42, Synergy_Loewe=-29.1, Synergy_HSA=-5.22. (3) Drug 1: CC1=C(C(=CC=C1)Cl)NC(=O)C2=CN=C(S2)NC3=CC(=NC(=N3)C)N4CCN(CC4)CCO. Drug 2: C(CCl)NC(=O)N(CCCl)N=O. Cell line: NCI-H522. Synergy scores: CSS=11.7, Synergy_ZIP=-2.86, Synergy_Bliss=1.52, Synergy_Loewe=1.57, Synergy_HSA=1.58. (4) Drug 1: CS(=O)(=O)C1=CC(=C(C=C1)C(=O)NC2=CC(=C(C=C2)Cl)C3=CC=CC=N3)Cl. Drug 2: CCN(CC)CCNC(=O)C1=C(NC(=C1C)C=C2C3=C(C=CC(=C3)F)NC2=O)C. Cell line: MCF7. Synergy scores: CSS=4.61, Synergy_ZIP=-1.48, Synergy_Bliss=5.33, Synergy_Loewe=3.79, Synergy_HSA=4.27. (5) Drug 1: CC1=C(C=C(C=C1)NC2=NC=CC(=N2)N(C)C3=CC4=NN(C(=C4C=C3)C)C)S(=O)(=O)N.Cl. Drug 2: C1=CC=C(C(=C1)C(C2=CC=C(C=C2)Cl)C(Cl)Cl)Cl. Cell line: MDA-MB-435. Synergy scores: CSS=-0.350, Synergy_ZIP=2.52, Synergy_Bliss=3.76, Synergy_Loewe=-0.0397, Synergy_HSA=-0.201. (6) Drug 1: C1=NC2=C(N=C(N=C2N1C3C(C(C(O3)CO)O)O)F)N. Drug 2: C1=NC2=C(N=C(N=C2N1C3C(C(C(O3)CO)O)F)Cl)N. Cell line: NCI-H226. Synergy scores: CSS=1.41, Synergy_ZIP=0.398, Synergy_Bliss=2.44, Synergy_Loewe=-0.582, Synergy_HSA=-0.232. (7) Drug 1: C1=NC(=NC(=O)N1C2C(C(C(O2)CO)O)O)N. Drug 2: C1=CN(C=N1)CC(O)(P(=O)(O)O)P(=O)(O)O. Cell line: COLO 205. Synergy scores: CSS=30.6, Synergy_ZIP=1.67, Synergy_Bliss=1.52, Synergy_Loewe=-9.02, Synergy_HSA=0.631.